Dataset: NCI-60 drug combinations with 297,098 pairs across 59 cell lines. Task: Regression. Given two drug SMILES strings and cell line genomic features, predict the synergy score measuring deviation from expected non-interaction effect. Drug 1: C1=NC(=NC(=O)N1C2C(C(C(O2)CO)O)O)N. Drug 2: C(CN)CNCCSP(=O)(O)O. Cell line: OVCAR-8. Synergy scores: CSS=16.6, Synergy_ZIP=-5.95, Synergy_Bliss=5.05, Synergy_Loewe=-8.71, Synergy_HSA=3.43.